Dataset: Full USPTO retrosynthesis dataset with 1.9M reactions from patents (1976-2016). Task: Predict the reactants needed to synthesize the given product. (1) Given the product [C:1]([O:5][C:6]([N:8]1[CH2:13][C@H:12]([CH2:14][Cl:44])[N:11]([CH2:16][C:17]([N:19]2[C:27]3[CH:26]=[C:25]([C:28]([F:36])([F:35])[C:29]4[CH:34]=[CH:33][CH:32]=[CH:31][CH:30]=4)[N:24]=[CH:23][C:22]=3[C:21]([CH3:38])([CH3:37])[CH2:20]2)=[O:18])[CH2:10][C@H:9]1[CH3:39])=[O:7])([CH3:4])([CH3:3])[CH3:2], predict the reactants needed to synthesize it. The reactants are: [C:1]([O:5][C:6]([N:8]1[CH2:13][C@H:12]([CH2:14]O)[N:11]([CH2:16][C:17]([N:19]2[C:27]3[CH:26]=[C:25]([C:28]([F:36])([F:35])[C:29]4[CH:34]=[CH:33][CH:32]=[CH:31][CH:30]=4)[N:24]=[CH:23][C:22]=3[C:21]([CH3:38])([CH3:37])[CH2:20]2)=[O:18])[CH2:10][C@H:9]1[CH3:39])=[O:7])([CH3:4])([CH3:3])[CH3:2].CS([Cl:44])(=O)=O. (2) Given the product [CH3:32][NH:31][C@@H:24]1[C:25]2[CH:26]=[CH:27][CH:28]=[CH:29][C:30]=2[C@H:21]([C:16]2[CH:17]=[CH:18][C:19]([Cl:20])=[C:14]([Cl:13])[CH:15]=2)[CH2:22][CH2:23]1.[ClH:13], predict the reactants needed to synthesize it. The reactants are: O.C(O)(=O)C(C1C=CC=CC=1)O.[Cl:13][C:14]1[CH:15]=[C:16]([C@H:21]2[C:30]3[C:25](=[CH:26][CH:27]=[CH:28][CH:29]=3)[C@@H:24]([NH:31][CH3:32])[CH2:23][CH2:22]2)[CH:17]=[CH:18][C:19]=1[Cl:20].[OH-].[Na+].